This data is from Full USPTO retrosynthesis dataset with 1.9M reactions from patents (1976-2016). The task is: Predict the reactants needed to synthesize the given product. Given the product [NH2:12][C@@H:3]([C@@H:2]([OH:1])[CH3:20])[C:4]([N:6]([CH2:8][CH:9]([CH3:10])[CH3:11])[CH3:7])=[O:5], predict the reactants needed to synthesize it. The reactants are: [OH:1][C@@H:2]([CH3:20])[C@H:3]([NH:12]C(=O)OC(C)(C)C)[C:4]([N:6]([CH2:8][CH:9]([CH3:11])[CH3:10])[CH3:7])=[O:5].FC(F)(F)C(O)=O.